This data is from Forward reaction prediction with 1.9M reactions from USPTO patents (1976-2016). The task is: Predict the product of the given reaction. (1) Given the reactants [CH2:1]([O:3][C:4]([CH:6]1[CH:10]([C:11]2[CH:16]=[CH:15][C:14]([N+:17]([O-:19])=[O:18])=[CH:13][CH:12]=2)[CH2:9][NH:8][CH2:7]1)=[O:5])[CH3:2].[C:20](Cl)(=[O:27])[C:21]1[CH:26]=[CH:25][CH:24]=[CH:23][CH:22]=1.C(O)(=O)C1C=CC=CC=1.C(Cl)(=O)C(Cl)=O, predict the reaction product. The product is: [CH2:1]([O:3][C:4]([CH:6]1[CH:10]([C:11]2[CH:16]=[CH:15][C:14]([N+:17]([O-:19])=[O:18])=[CH:13][CH:12]=2)[CH2:9][N:8]([C:20](=[O:27])[C:21]2[CH:26]=[CH:25][CH:24]=[CH:23][CH:22]=2)[CH2:7]1)=[O:5])[CH3:2]. (2) Given the reactants C[Si](I)(C)C.C[O:7][C:8](=[O:54])[C@H:9]([O:23][C:24]1[C:29]([Br:30])=[CH:28][C:27]([C:31]2[CH:36]=[CH:35][C:34]([C:37]3[C:38]4[CH:52]=[CH:51][CH:50]=[CH:49][C:39]=4[S:40][C:41]=3[CH2:42][C:43]3[CH:48]=[CH:47][CH:46]=[CH:45][CH:44]=3)=[CH:33][CH:32]=2)=[CH:26][C:25]=1[Br:53])[CH2:10][CH2:11][N:12]1[C:20](=[O:21])[C:19]2[C:14](=[CH:15][CH:16]=[CH:17][CH:18]=2)[C:13]1=[O:22].C(Cl)Cl, predict the reaction product. The product is: [CH2:42]([C:41]1[S:40][C:39]2[CH:49]=[CH:50][CH:51]=[CH:52][C:38]=2[C:37]=1[C:34]1[CH:33]=[CH:32][C:31]([C:27]2[CH:28]=[C:29]([Br:30])[C:24]([O:23][C@H:9]([CH2:10][CH2:11][N:12]3[C:20](=[O:21])[C:19]4[C:14](=[CH:15][CH:16]=[CH:17][CH:18]=4)[C:13]3=[O:22])[C:8]([OH:54])=[O:7])=[C:25]([Br:53])[CH:26]=2)=[CH:36][CH:35]=1)[C:43]1[CH:48]=[CH:47][CH:46]=[CH:45][CH:44]=1. (3) Given the reactants [OH:1][C:2]1[CH:3]=[C:4]([CH3:20])[C:5]([C:9](=[O:19])[C:10]2[CH:15]=[CH:14][C:13]([N+:16]([O-:18])=[O:17])=[CH:12][CH:11]=2)=[C:6]([OH:8])[CH:7]=1.C(N(CC)CC)C.Cl[C:29]([O:31][CH3:32])=[O:30].[OH2:33].[O:34]1[CH2:38]CC[CH2:35]1, predict the reaction product. The product is: [CH3:32][O:31][C:29]([O:8][C:6]1[C:5]([C:9](=[O:19])[C:10]2[CH:11]=[CH:12][C:13]([N+:16]([O-:18])=[O:17])=[CH:14][CH:15]=2)=[C:4]([CH3:20])[CH:3]=[C:2]([O:1][C:35]([O:34][CH3:38])=[O:33])[CH:7]=1)=[O:30]. (4) Given the reactants C[O:2][C:3](=[O:21])/[CH:4]=[CH:5]/[C:6]1[CH:7]=[C:8]2[C:17](=[CH:18][CH:19]=1)[O:16][C:11]1([CH2:14][N:13]([CH3:15])[CH2:12]1)[CH2:10][C:9]2=[O:20].Cl, predict the reaction product. The product is: [CH3:15][N:13]1[CH2:12][C:11]2([CH2:10][C:9](=[O:20])[C:8]3[C:17](=[CH:18][CH:19]=[C:6](/[CH:5]=[CH:4]/[C:3]([OH:21])=[O:2])[CH:7]=3)[O:16]2)[CH2:14]1. (5) Given the reactants [NH2:1][C:2]1[CH:7]=[CH:6][N:5]=[CH:4][N:3]=1.C1N2CCN(CC2)C1.[Cl:16][C:17]1[CH:18]=[C:19]([S:24](Cl)(=[O:26])=[O:25])[CH:20]=[CH:21][C:22]=1[F:23], predict the reaction product. The product is: [Cl:16][C:17]1[CH:18]=[C:19]([S:24]([NH:1][C:2]2[CH:7]=[CH:6][N:5]=[CH:4][N:3]=2)(=[O:25])=[O:26])[CH:20]=[CH:21][C:22]=1[F:23]. (6) Given the reactants [S:1]1[CH:5]=[CH:4][CH:3]=[C:2]1[CH2:6][C:7]([OH:9])=O.C1C=CC2N(O)N=NC=2C=1.CCN(C(C)C)C(C)C.[CH3:29][O:30][C:31](=[O:45])[C:32]1[CH:37]=[CH:36][C:35]([NH:38][CH:39]([CH2:42][CH3:43])[CH2:40][CH3:41])=[C:34]([NH2:44])[CH:33]=1, predict the reaction product. The product is: [CH3:29][O:30][C:31](=[O:45])[C:32]1[CH:37]=[CH:36][C:35]([NH:38][CH:39]([CH2:40][CH3:41])[CH2:42][CH3:43])=[C:34]([NH:44][C:7](=[O:9])[CH2:6][C:2]2[S:1][CH:5]=[CH:4][CH:3]=2)[CH:33]=1. (7) Given the reactants [F:1][C:2]1[CH:3]=[C:4]([C:8]2[N:13]=[CH:12][C:11]([C:14]([OH:16])=O)=[CH:10][N:9]=2)[CH:5]=[CH:6][CH:7]=1.C(Cl)(=O)C(Cl)=O.[NH2:23][N:24]1[CH2:29][CH2:28][N:27]([CH2:30][CH2:31][OH:32])[CH2:26][CH2:25]1.CN1C(=O)CCC1, predict the reaction product. The product is: [OH:32][CH2:31][CH2:30][N:27]1[CH2:28][CH2:29][N:24]([NH:23][C:14]([C:11]2[CH:12]=[N:13][C:8]([C:4]3[CH:5]=[CH:6][CH:7]=[C:2]([F:1])[CH:3]=3)=[N:9][CH:10]=2)=[O:16])[CH2:25][CH2:26]1. (8) The product is: [I:8][C:9]1[CH:14]=[C:13]([CH3:15])[C:12]([C:16]([F:18])([F:19])[F:17])=[CH:11][C:10]=1[NH:20][C:2](=[O:3])[O:4][CH:5]([CH3:7])[CH3:6]. Given the reactants Cl[C:2]([O:4][CH:5]([CH3:7])[CH3:6])=[O:3].[I:8][C:9]1[CH:14]=[C:13]([CH3:15])[C:12]([C:16]([F:19])([F:18])[F:17])=[CH:11][C:10]=1[NH2:20].N1C=CC=CC=1, predict the reaction product.